This data is from Reaction yield outcomes from USPTO patents with 853,638 reactions. The task is: Predict the reaction yield, written as a fraction of the theoretical maximum amount of product (1.0 means a 100% yield; for example, 0.34 means a 34% yield). (1) The reactants are [C:1]([O:5][C:6]([NH:8][C:9]1[CH:10]=[C:11]([CH:15]=[CH:16][CH:17]=1)[C:12]([OH:14])=O)=[O:7])([CH3:4])([CH3:3])[CH3:2].CCN=C=NCCCN(C)C.C1C=CC2N(O)N=NC=2C=1.CCN(CC)CC.[NH2:46][CH2:47][CH:48]([OH:60])[CH2:49][N:50]1[CH2:59][CH2:58][C:57]2[C:52](=[CH:53][CH:54]=[CH:55][CH:56]=2)[CH2:51]1. The catalyst is C(Cl)Cl. The product is [C:1]([O:5][C:6](=[O:7])[NH:8][C:9]1[CH:17]=[CH:16][CH:15]=[C:11]([C:12](=[O:14])[NH:46][CH2:47][CH:48]([OH:60])[CH2:49][N:50]2[CH2:59][CH2:58][C:57]3[C:52](=[CH:53][CH:54]=[CH:55][CH:56]=3)[CH2:51]2)[CH:10]=1)([CH3:2])([CH3:3])[CH3:4]. The yield is 0.710. (2) The reactants are Cl[CH2:2][C:3]([C:5]1[CH:6]=[CH:7][C:8]([CH:15]([CH3:17])[CH3:16])=[C:9]([NH:11][C:12](=[O:14])[CH3:13])[CH:10]=1)=[O:4].Cl.[N:19]1([C:25]2[C:29]3[CH:30]=[CH:31][CH:32]=[CH:33][C:28]=3[S:27][N:26]=2)[CH2:24][CH2:23][NH:22][CH2:21][CH2:20]1. No catalyst specified. The product is [S:27]1[C:28]2[CH:33]=[CH:32][CH:31]=[CH:30][C:29]=2[C:25]([N:19]2[CH2:20][CH2:21][N:22]([CH2:2][C:3]([C:5]3[CH:6]=[CH:7][C:8]([CH:15]([CH3:17])[CH3:16])=[C:9]([NH:11][C:12](=[O:14])[CH3:13])[CH:10]=3)=[O:4])[CH2:23][CH2:24]2)=[N:26]1. The yield is 0.560. (3) The reactants are [O:1]1[C:5]2[CH:6]=[CH:7][C:8]([CH2:10][C:11]#N)=[CH:9][C:4]=2[O:3][CH2:2]1.Br[CH2:14][CH2:15]Cl.[OH-:17].[Na+].[OH2:19]. The catalyst is [Cl-].C([N+](CC)(CC)CC)C1C=CC=CC=1. The product is [O:1]1[C:5]2[CH:6]=[CH:7][C:8]([C:10]3([C:11]([OH:19])=[O:17])[CH2:15][CH2:14]3)=[CH:9][C:4]=2[O:3][CH2:2]1. The yield is 0.800. (4) The reactants are C([O:4][C:5]1[CH:28]=[CH:27][C:26]([Br:29])=[CH:25][C:6]=1[C:7]([NH:9][C:10]1[S:11][C:12]([N:19]2[CH2:24][CH2:23][CH2:22][CH2:21][CH2:20]2)=[C:13]([C:15]([CH3:18])([CH3:17])[CH3:16])[N:14]=1)=[O:8])(=O)C.[OH-].[Na+].Cl. The catalyst is C(O)C. The product is [Br:29][C:26]1[CH:27]=[CH:28][C:5]([OH:4])=[C:6]([CH:25]=1)[C:7]([NH:9][C:10]1[S:11][C:12]([N:19]2[CH2:20][CH2:21][CH2:22][CH2:23][CH2:24]2)=[C:13]([C:15]([CH3:17])([CH3:18])[CH3:16])[N:14]=1)=[O:8]. The yield is 0.363. (5) The reactants are [C@@H:1]12[CH2:7][NH:6][C@@H:5]1[CH2:4][N:3]([C:8]([O:10][CH2:11][C:12]1[CH:17]=[CH:16][CH:15]=[CH:14][CH:13]=1)=[O:9])[CH2:2]2.[Cl:18][C:19]1[CH:24]=[CH:23][C:22](Br)=[CH:21][N:20]=1. No catalyst specified. The product is [Cl:18][C:19]1[N:20]=[CH:21][C:22]([N:6]2[CH2:7][C@@H:1]3[C@H:5]2[CH2:4][N:3]([C:8]([O:10][CH2:11][C:12]2[CH:17]=[CH:16][CH:15]=[CH:14][CH:13]=2)=[O:9])[CH2:2]3)=[CH:23][CH:24]=1. The yield is 0.510. (6) The reactants are [N:1]1([C:14]([O:16][C:17]([CH3:20])([CH3:19])[CH3:18])=[O:15])[CH2:5][C@@H:4]([C:6]([O:8]C)=[O:7])[CH2:3][C@H:2]1[C:10]([O:12][CH3:13])=[O:11].[OH-].[Na+].Cl. The catalyst is C1COCC1. The product is [C:17]([O:16][C:14]([N:1]1[C@H:2]([C:10]([O:12][CH3:13])=[O:11])[CH2:3][C@H:4]([C:6]([OH:8])=[O:7])[CH2:5]1)=[O:15])([CH3:20])([CH3:18])[CH3:19]. The yield is 0.700. (7) The reactants are [CH3:1][O:2][C:3]1[CH:8]=[CH:7][C:6]([C:9]2[C:14]([C:15]3[CH:20]=[CH:19][C:18]([O:21][CH3:22])=[CH:17][CH:16]=3)=[N:13][N:12]([CH2:23][CH2:24][C:25]([OH:27])=O)[C:11](=[O:28])[CH:10]=2)=[CH:5][CH:4]=1.C(Cl)(=O)C(Cl)=O.[CH2:35]([NH2:42])[C:36]1[CH:41]=[CH:40][CH:39]=[CH:38][CH:37]=1. No catalyst specified. The product is [CH3:1][O:2][C:3]1[CH:8]=[CH:7][C:6]([C:9]2[C:14]([C:15]3[CH:16]=[CH:17][C:18]([O:21][CH3:22])=[CH:19][CH:20]=3)=[N:13][N:12]([CH2:23][CH2:24][C:25]([NH:42][CH2:35][C:36]3[CH:41]=[CH:40][CH:39]=[CH:38][CH:37]=3)=[O:27])[C:11](=[O:28])[CH:10]=2)=[CH:5][CH:4]=1. The yield is 0.522. (8) The reactants are Br[C:2]1[CH:7]=[CH:6][C:5]([O:8][CH2:9][CH3:10])=[CH:4][CH:3]=1.[Mg].[CH:12]([C:14]1[CH:24]=[CH:23][C:17]([C:18]([O:20][CH2:21][CH3:22])=[O:19])=[CH:16][C:15]=1[OH:25])=[O:13].Cl. The catalyst is O1CCCC1. The product is [CH2:9]([O:8][C:5]1[CH:6]=[CH:7][C:2]([CH:12]([OH:13])[C:14]2[CH:24]=[CH:23][C:17]([C:18]([O:20][CH2:21][CH3:22])=[O:19])=[CH:16][C:15]=2[OH:25])=[CH:3][CH:4]=1)[CH3:10]. The yield is 0.960. (9) The reactants are [C:1](=[NH:24])([O:3][CH2:4][CH2:5][C:6]1[CH:11]=[CH:10][C:9]([O:12][C:13]2[CH:18]=[C:17]([C:19]([F:22])([F:21])[F:20])[CH:16]=[C:15]([Cl:23])[CH:14]=2)=[CH:8][CH:7]=1)[NH2:2].[CH:25]([CH:27]([CH2:32][C:33]1[CH:34]=[N:35][C:36]([O:39][CH3:40])=[N:37][CH:38]=1)[C:28](OC)=O)=[O:26].C([O-])([O-])=O.[K+].[K+]. The catalyst is CN1C(=O)CCC1. The product is [Cl:23][C:15]1[CH:14]=[C:13]([O:12][C:9]2[CH:8]=[CH:7][C:6]([CH2:5][CH2:4][O:3][C:1]3[NH:2][CH:28]=[C:27]([CH2:32][C:33]4[CH:34]=[N:35][C:36]([O:39][CH3:40])=[N:37][CH:38]=4)[C:25](=[O:26])[N:24]=3)=[CH:11][CH:10]=2)[CH:18]=[C:17]([C:19]([F:21])([F:22])[F:20])[CH:16]=1. The yield is 0.146. (10) The reactants are O=P(Cl)(Cl)[Cl:3].[CH3:6][C@H:7]1[C:15]2[C:14](O)=[N:13][CH:12]=[N:11][C:10]=2[CH2:9][CH2:8]1.C([O-])(O)=O.[Na+]. The catalyst is ClCCCl. The product is [Cl:3][C:14]1[C:15]2[C@H:7]([CH3:6])[CH2:8][CH2:9][C:10]=2[N:11]=[CH:12][N:13]=1. The yield is 0.611.